The task is: Regression. Given two drug SMILES strings and cell line genomic features, predict the synergy score measuring deviation from expected non-interaction effect.. This data is from NCI-60 drug combinations with 297,098 pairs across 59 cell lines. (1) Drug 2: CC1C(C(CC(O1)OC2CC(CC3=C2C(=C4C(=C3O)C(=O)C5=CC=CC=C5C4=O)O)(C(=O)C)O)N)O. Drug 1: CCC1(C2=C(COC1=O)C(=O)N3CC4=CC5=C(C=CC(=C5CN(C)C)O)N=C4C3=C2)O.Cl. Synergy scores: CSS=44.4, Synergy_ZIP=-10.9, Synergy_Bliss=-12.5, Synergy_Loewe=-9.20, Synergy_HSA=-7.59. Cell line: SNB-19. (2) Drug 1: C1=CC(=CC=C1CCC2=CNC3=C2C(=O)NC(=N3)N)C(=O)NC(CCC(=O)O)C(=O)O. Drug 2: CC1=C(C=C(C=C1)C(=O)NC2=CC(=CC(=C2)C(F)(F)F)N3C=C(N=C3)C)NC4=NC=CC(=N4)C5=CN=CC=C5. Cell line: K-562. Synergy scores: CSS=51.5, Synergy_ZIP=-11.8, Synergy_Bliss=-15.1, Synergy_Loewe=-19.1, Synergy_HSA=-8.36. (3) Drug 1: C1=CC(=CC=C1CCC2=CNC3=C2C(=O)NC(=N3)N)C(=O)NC(CCC(=O)O)C(=O)O. Drug 2: CN(CC1=CN=C2C(=N1)C(=NC(=N2)N)N)C3=CC=C(C=C3)C(=O)NC(CCC(=O)O)C(=O)O. Cell line: RPMI-8226. Synergy scores: CSS=58.8, Synergy_ZIP=-0.179, Synergy_Bliss=0.115, Synergy_Loewe=-0.164, Synergy_HSA=2.73.